Dataset: Forward reaction prediction with 1.9M reactions from USPTO patents (1976-2016). Task: Predict the product of the given reaction. (1) Given the reactants [C:1]([CH2:4][CH2:5][NH:6][C:7]([C:9]1[N:13]([CH2:14][CH:15]([CH3:17])[CH3:16])[CH:12]=[C:11]([NH:18][C:19]([C:21]2[NH:22][C:23]3[C:28]([CH:29]=2)=[CH:27][C:26]([N+:30]([O-])=O)=[CH:25][CH:24]=3)=[O:20])[CH:10]=1)=[O:8])(=[NH:3])[NH2:2].C(OC([NH:40][CH2:41][CH2:42][C:43](O)=[O:44])=O)(C)(C)C.CN(C(ON1N=NC2C=CC=CC1=2)=[N+](C)C)C.F[P-](F)(F)(F)(F)F.C1C=CC2N(O)N=NC=2C=1.CCN(C(C)C)C(C)C, predict the reaction product. The product is: [C:1]([CH2:4][CH2:5][NH:6][C:7]([C:9]1[N:13]([CH2:14][CH:15]([CH3:17])[CH3:16])[CH:12]=[C:11]([NH:18][C:19]([C:21]2[NH:22][C:23]3[C:28]([CH:29]=2)=[CH:27][C:26]([NH:30][C:43](=[O:44])[CH2:42][CH2:41][NH2:40])=[CH:25][CH:24]=3)=[O:20])[CH:10]=1)=[O:8])(=[NH:3])[NH2:2]. (2) Given the reactants [Cl:1][C:2]1[CH:7]=[CH:6][CH:5]=[CH:4][C:3]=1[C:8]1[C:13]([O:14]C)=[CH:12][CH:11]=[CH:10][C:9]=1[F:16], predict the reaction product. The product is: [Cl:1][C:2]1[CH:7]=[CH:6][CH:5]=[CH:4][C:3]=1[C:8]1[C:13]([OH:14])=[CH:12][CH:11]=[CH:10][C:9]=1[F:16]. (3) The product is: [N:1]1[CH:6]=[CH:5][CH:4]=[CH:3][C:2]=1[O:7][C:8]1[CH:17]=[CH:16][C:11]([C:12]([OH:14])=[O:13])=[CH:10][CH:9]=1. Given the reactants [N:1]1[CH:6]=[CH:5][CH:4]=[CH:3][C:2]=1[O:7][C:8]1[CH:17]=[CH:16][C:11]([C:12]([O:14]C)=[O:13])=[CH:10][CH:9]=1.[Li+].[OH-].C1COCC1.C(O)(=O)CC(CC(O)=O)(C(O)=O)O, predict the reaction product. (4) Given the reactants [Br:1][C:2]1[CH:7]=[CH:6][CH:5]=[C:4]([N+:8]([O-])=O)[C:3]=1[NH:11][CH3:12].C1C=C(N)C(N[C:21]([C:23]2C=CC(N)=CC=2)=[O:22])=CC=1.C(O)(=O)CO, predict the reaction product. The product is: [Br:1][C:2]1[C:3]2[N:11]([CH3:12])[C:23]([CH2:21][OH:22])=[N:8][C:4]=2[CH:5]=[CH:6][CH:7]=1. (5) Given the reactants [CH3:1][Si:2]([CH3:52])([CH3:51])[CH2:3][CH2:4][O:5][CH2:6][N:7]([CH2:43][O:44][CH2:45][CH2:46][Si:47]([CH3:50])([CH3:49])[CH3:48])[C:8]1[N:13]2[N:14]=[CH:15][C:16]([C:17]3[CH:18]=[N:19][C:20]([C:23]([OH:26])([CH3:25])[CH3:24])=[CH:21][CH:22]=3)=[C:12]2[N:11]=[C:10]([CH:27]2[CH2:33][CH:32]3[N:34]([C:35]([O:37][C:38]([CH3:41])([CH3:40])[CH3:39])=[O:36])[CH:29]([CH2:30][CH2:31]3)[CH2:28]2)[C:9]=1Br.C([Sn](CCCC)(CCCC)[C:58]([O:60][CH2:61][CH3:62])=[CH2:59])CCC, predict the reaction product. The product is: [CH3:1][Si:2]([CH3:52])([CH3:51])[CH2:3][CH2:4][O:5][CH2:6][N:7]([CH2:43][O:44][CH2:45][CH2:46][Si:47]([CH3:50])([CH3:49])[CH3:48])[C:8]1[N:13]2[N:14]=[CH:15][C:16]([C:17]3[CH:18]=[N:19][C:20]([C:23]([OH:26])([CH3:25])[CH3:24])=[CH:21][CH:22]=3)=[C:12]2[N:11]=[C:10]([CH:27]2[CH2:33][CH:32]3[N:34]([C:35]([O:37][C:38]([CH3:41])([CH3:40])[CH3:39])=[O:36])[CH:29]([CH2:30][CH2:31]3)[CH2:28]2)[C:9]=1[C:58]([O:60][CH2:61][CH3:62])=[CH2:59]. (6) The product is: [N+:16]([C:5]1[CH:6]=[C:7]([CH2:10][N:11]2[CH2:15][CH2:14][CH2:13][CH2:12]2)[CH:8]=[CH:9][C:4]=1[C:3]([OH:19])=[O:2])([O-:18])=[O:17]. Given the reactants C[O:2][C:3](=[O:19])[C:4]1[CH:9]=[CH:8][C:7]([CH2:10][N:11]2[CH2:15][CH2:14][CH2:13][CH2:12]2)=[CH:6][C:5]=1[N+:16]([O-:18])=[O:17].[OH-].[Na+].Cl.[Cl-].[Na+], predict the reaction product. (7) Given the reactants [C:1]1([C:7]2[CH:8]=[C:9]([C:15](=[O:17])[CH3:16])[S:10][C:11]=2[CH2:12][CH2:13][CH3:14])[CH:6]=[CH:5][CH:4]=[CH:3][CH:2]=1.[CH3:18][C:19]1[CH:20]=[C:21]([CH:24]=[C:25]([CH3:28])[C:26]=1[OH:27])[CH:22]=O, predict the reaction product. The product is: [OH:27][C:26]1[C:25]([CH3:28])=[CH:24][C:21]([CH2:22][CH2:16][C:15]([C:9]2[S:10][C:11]([CH2:12][CH2:13][CH3:14])=[C:7]([C:1]3[CH:2]=[CH:3][CH:4]=[CH:5][CH:6]=3)[CH:8]=2)=[O:17])=[CH:20][C:19]=1[CH3:18].